From a dataset of Forward reaction prediction with 1.9M reactions from USPTO patents (1976-2016). Predict the product of the given reaction. (1) The product is: [CH2:13]([O:15][C:16]([C:18]1[CH:23]=[CH:22][C:21]([C:24]([F:26])([F:25])[F:27])=[C:20]([O:28][CH:12]2[CH2:29][CH2:8][O:10][CH2:11]2)[N:19]=1)=[O:17])[CH3:14]. Given the reactants [CH2:11]([O:10][C:8](N=N[C:8]([O:10][CH2:11][CH3:12])=O)=O)[CH3:12].[CH2:13]([O:15][C:16]([C:18]1[CH:23]=[CH:22][C:21]([C:24]([F:27])([F:26])[F:25])=[C:20]([OH:28])[N:19]=1)=[O:17])[CH3:14].[C:29]1(P(C2C=CC=CC=2)C2C=CC=CC=2)C=CC=CC=1, predict the reaction product. (2) The product is: [CH:18]1([C@@H:23]([N:27]2[CH:31]=[C:30]([C:2]3[C:3]4[CH:10]=[CH:9][N:8]([CH:11]([O:15][CH2:16][CH3:17])[O:12][CH2:13][CH3:14])[C:4]=4[N:5]=[CH:6][N:7]=3)[CH:29]=[N:28]2)[CH2:24][C:25]#[N:26])[CH2:22][CH2:21][CH2:20][CH2:19]1. Given the reactants Cl[C:2]1[C:3]2[CH:10]=[CH:9][N:8]([CH:11]([O:15][CH2:16][CH3:17])[O:12][CH2:13][CH3:14])[C:4]=2[N:5]=[CH:6][N:7]=1.[CH:18]1([C@@H:23]([N:27]2[CH:31]=[C:30](B3OC(C)(C)C(C)(C)O3)[CH:29]=[N:28]2)[CH2:24][C:25]#[N:26])[CH2:22][CH2:21][CH2:20][CH2:19]1.O1CCOCC1.O.C(=O)([O-])[O-].[K+].[K+], predict the reaction product. (3) Given the reactants [F:1][C:2]1[CH:7]=[CH:6][CH:5]=[CH:4][C:3]=1[CH:8]([C:10]1[CH:15]=[CH:14][CH:13]=[CH:12][C:11]=1[F:16])O.[BrH:17], predict the reaction product. The product is: [Br:17][CH:8]([C:10]1[CH:15]=[CH:14][CH:13]=[CH:12][C:11]=1[F:16])[C:3]1[CH:4]=[CH:5][CH:6]=[CH:7][C:2]=1[F:1]. (4) Given the reactants [CH3:1][O:2][C:3]1[CH:8]=[CH:7][C:6]([CH2:9][C:10](=[O:12])[CH3:11])=[C:5]([CH3:13])[CH:4]=1.[Se](=O)=[O:15], predict the reaction product. The product is: [CH3:1][O:2][C:3]1[CH:8]=[CH:7][C:6]([C:9](=[O:15])[C:10](=[O:12])[CH3:11])=[C:5]([CH3:13])[CH:4]=1. (5) Given the reactants [CH2:1]([O:8][C:9]1[N:14]=[C:13]([CH3:15])[C:12]([NH:16][C:17]2[CH:22]=[C:21]([O:23][CH3:24])[CH:20]=[CH:19][C:18]=2Cl)=[CH:11][CH:10]=1)[C:2]1[CH:7]=[CH:6][CH:5]=[CH:4][CH:3]=1.F[B-](F)(F)F.C([PH+](C(C)(C)C)C(C)(C)C)(C)(C)C.C(=O)([O-])[O-].[K+].[K+], predict the reaction product. The product is: [CH2:1]([O:8][C:9]1[N:14]=[C:13]([CH3:15])[C:12]2[NH:16][C:17]3[C:18]([C:11]=2[CH:10]=1)=[CH:19][CH:20]=[C:21]([O:23][CH3:24])[CH:22]=3)[C:2]1[CH:7]=[CH:6][CH:5]=[CH:4][CH:3]=1. (6) The product is: [OH:24][CH2:23][C:22]1[C:21]([N:25]2[CH2:36][CH2:35][N:34]3[C:33]4[CH2:32][C:31]([CH3:37])([CH3:38])[CH2:30][C:29]=4[CH:28]=[C:27]3[C:26]2=[O:39])=[N:20][CH:19]=[CH:18][C:17]=1[C:4]1[CH:5]=[C:6]([NH:9][C:10]2[CH:15]=[CH:14][N:13]=[C:12]([CH3:16])[N:11]=2)[C:7](=[O:8])[N:2]([CH3:1])[CH:3]=1. Given the reactants [CH3:1][N:2]1[C:7](=[O:8])[C:6]([NH:9][C:10]2[CH:15]=[CH:14][N:13]=[C:12]([CH3:16])[N:11]=2)=[CH:5][C:4]([C:17]2[C:22]([CH:23]=[O:24])=[C:21]([N:25]3[CH2:36][CH2:35][N:34]4[C:27](=[CH:28][C:29]5[CH2:30][C:31]([CH3:38])([CH3:37])[CH2:32][C:33]=54)[C:26]3=[O:39])[N:20]=[CH:19][CH:18]=2)=[CH:3]1.[BH4-].[Na+], predict the reaction product.